This data is from Reaction yield outcomes from USPTO patents with 853,638 reactions. The task is: Predict the reaction yield, written as a fraction of the theoretical maximum amount of product (1.0 means a 100% yield; for example, 0.34 means a 34% yield). The product is [Br:19][C:17]1[CH:18]=[C:13]([NH:12][S:7]([C:4]2[CH:5]=[CH:6][C:1]([CH3:11])=[CH:2][CH:3]=2)(=[O:9])=[O:8])[C:14]([NH:20][C@@H:21]([CH3:24])[CH2:22][OH:23])=[CH:15][N:16]=1. The yield is 0.480. The catalyst is N1C=CC=CC=1. The reactants are [C:1]1([CH3:11])[CH:6]=[CH:5][C:4]([S:7](Cl)(=[O:9])=[O:8])=[CH:3][CH:2]=1.[NH2:12][C:13]1[CH:18]=[C:17]([Br:19])[N:16]=[CH:15][C:14]=1[NH:20][C@@H:21]([CH3:24])[CH2:22][OH:23].